Dataset: Full USPTO retrosynthesis dataset with 1.9M reactions from patents (1976-2016). Task: Predict the reactants needed to synthesize the given product. (1) The reactants are: [O:1]=[C:2]1[C:6]2[CH:7]=[CH:8][C:9]([C:11]#[N:12])=[CH:10][C:5]=2[CH2:4][O:3]1.CC(C[AlH]CC(C)C)C.C1(C)C=CC=CC=1.N1C=CC=CC=1.[C:35](OC(=O)C)(=[O:37])[CH3:36].[Cl-].[NH4+]. Given the product [C:35]([O:1][CH:2]1[C:6]2[CH:7]=[CH:8][C:9]([C:11]#[N:12])=[CH:10][C:5]=2[CH2:4][O:3]1)(=[O:37])[CH3:36], predict the reactants needed to synthesize it. (2) Given the product [CH3:7][C:8]1[C:16]([CH3:17])=[CH:15][CH:14]=[CH:13][C:9]=1[C:10]([NH:18][C:19]1[CH:31]=[C:30]([C:32]2[CH:33]=[CH:34][C:35]([O:38][C:39]([O:41][C:42]([CH3:45])([CH3:44])[CH3:43])=[O:40])=[CH:36][CH:37]=2)[CH:29]=[CH:28][C:20]=1[C:21]([O:23][C:24]([CH3:27])([CH3:26])[CH3:25])=[O:22])=[O:12], predict the reactants needed to synthesize it. The reactants are: C(Cl)(=O)C(Cl)=O.[CH3:7][C:8]1[C:16]([CH3:17])=[CH:15][CH:14]=[CH:13][C:9]=1[C:10]([OH:12])=O.[NH2:18][C:19]1[CH:31]=[C:30]([C:32]2[CH:37]=[CH:36][C:35]([O:38][C:39]([O:41][C:42]([CH3:45])([CH3:44])[CH3:43])=[O:40])=[CH:34][CH:33]=2)[CH:29]=[CH:28][C:20]=1[C:21]([O:23][C:24]([CH3:27])([CH3:26])[CH3:25])=[O:22].C(=O)([O-])O.[Na+]. (3) Given the product [C:1]([O:5][CH:6]([C:12]1[C:16]([C:17]2[CH:18]=[CH:19][C:20]3[O:25][CH2:24][CH2:23][CH2:22][C:21]=3[CH:26]=2)=[C:15]([C:29]2[CH:34]=[CH:33][CH:32]=[CH:31][CH:30]=2)[S:14][C:13]=1[CH3:28])[C:7]([O:9][CH2:10][CH3:11])=[O:8])([CH3:4])([CH3:3])[CH3:2], predict the reactants needed to synthesize it. The reactants are: [C:1]([O:5][CH:6]([C:12]1[C:16]([C:17]2[CH:18]=[CH:19][C:20]3[O:25][CH2:24][CH2:23][CH2:22][C:21]=3[CH:26]=2)=[C:15](Cl)[S:14][C:13]=1[CH3:28])[C:7]([O:9][CH2:10][CH3:11])=[O:8])([CH3:4])([CH3:3])[CH3:2].[C:29]1(B2OC(C)(C)C(C)(C)O2)[CH:34]=[CH:33][CH:32]=[CH:31][CH:30]=1.C(=O)([O-])[O-].[K+].[K+]. (4) Given the product [F:33][C:32]1[C:27]([O:19][C:18]([C:11]2[C:10]([NH:9][C:6]3[CH:7]=[CH:8][C:3]([C:1]#[CH:2])=[CH:4][C:5]=3[F:21])=[CH:15][C:14](=[O:16])[N:13]([CH3:17])[CH:12]=2)=[O:20])=[C:28]([F:37])[C:29]([F:36])=[C:30]([F:35])[C:31]=1[F:34], predict the reactants needed to synthesize it. The reactants are: [C:1]([C:3]1[CH:8]=[CH:7][C:6]([NH:9][C:10]2[C:11]([C:18]([OH:20])=[O:19])=[CH:12][N:13]([CH3:17])[C:14](=[O:16])[CH:15]=2)=[C:5]([F:21])[CH:4]=1)#[CH:2].FC(F)(F)C(O[C:27]1[C:32]([F:33])=[C:31]([F:34])[C:30]([F:35])=[C:29]([F:36])[C:28]=1[F:37])=O.N1C=CC=CC=1. (5) Given the product [CH2:36]([N:28]([CH2:29][C:30]1[CH:35]=[CH:34][CH:33]=[CH:32][CH:31]=1)[C@@H:18]([CH2:19][C:20]1[CH:25]=[C:24]([F:26])[CH:23]=[C:22]([F:27])[CH:21]=1)[C@@H:17]([O:16][CH2:9][C:10]1[CH:15]=[CH:14][CH:13]=[CH:12][CH:11]=1)[C@H:43]1[CH2:44][O:45][C@@H:46]([O:5][CH2:4][C:3]([CH2:7][F:8])([CH2:2][F:1])[CH3:6])[C@H:47]([CH3:49])[NH:48]1)[C:37]1[CH:42]=[CH:41][CH:40]=[CH:39][CH:38]=1, predict the reactants needed to synthesize it. The reactants are: [F:1][CH2:2][C:3]([CH2:7][F:8])([CH3:6])[CH2:4][OH:5].[CH2:9]([O:16][C@@H:17]([C@@H:43]1[NH:48][C@@H:47]([CH3:49])[CH:46](O)[O:45][CH2:44]1)[C@@H:18]([N:28]([CH2:36][C:37]1[CH:42]=[CH:41][CH:40]=[CH:39][CH:38]=1)[CH2:29][C:30]1[CH:35]=[CH:34][CH:33]=[CH:32][CH:31]=1)[CH2:19][C:20]1[CH:25]=[C:24]([F:26])[CH:23]=[C:22]([F:27])[CH:21]=1)[C:10]1[CH:15]=[CH:14][CH:13]=[CH:12][CH:11]=1.